Dataset: Forward reaction prediction with 1.9M reactions from USPTO patents (1976-2016). Task: Predict the product of the given reaction. (1) The product is: [Cl:1][C:2]1[CH:7]=[CH:6][C:5]([C:8]([F:13])([F:12])[C:9]([NH:21][CH2:22][C:23]2[CH:24]=[C:25]3[C:29](=[CH:30][CH:31]=2)[C:28](=[O:32])[N:27]([CH:33]2[CH2:38][CH2:37][C:36](=[O:39])[NH:35][C:34]2=[O:40])[CH2:26]3)=[O:11])=[C:4]([CH3:14])[CH:3]=1. Given the reactants [Cl:1][C:2]1[CH:7]=[CH:6][C:5]([C:8]([F:13])([F:12])[C:9]([OH:11])=O)=[C:4]([CH3:14])[CH:3]=1.P(Cl)(Cl)(Cl)=O.Cl.[NH2:21][CH2:22][C:23]1[CH:24]=[C:25]2[C:29](=[CH:30][CH:31]=1)[C:28](=[O:32])[N:27]([CH:33]1[CH2:38][CH2:37][C:36](=[O:39])[NH:35][C:34]1=[O:40])[CH2:26]2.C(=O)(O)[O-].[Na+], predict the reaction product. (2) Given the reactants [NH2:1][C:2]1[N:10]=[CH:9][CH:8]=[CH:7][C:3]=1[C:4]([OH:6])=O.[F:11][C:12]1[CH:13]=[C:14]([CH:17]=[CH:18][C:19]=1[F:20])[CH2:15][NH2:16].CN([P+](ON1N=NC2C=CC=CC1=2)(N(C)C)N(C)C)C.F[P-](F)(F)(F)(F)F.C(N(CC)CC)C, predict the reaction product. The product is: [F:11][C:12]1[CH:13]=[C:14]([CH2:15][NH:16][C:4](=[O:6])[C:3]2[CH:7]=[CH:8][CH:9]=[N:10][C:2]=2[NH2:1])[CH:17]=[CH:18][C:19]=1[F:20].